Dataset: Full USPTO retrosynthesis dataset with 1.9M reactions from patents (1976-2016). Task: Predict the reactants needed to synthesize the given product. (1) Given the product [CH2:1]([C:8]1[CH:9]=[N:10][C:11]2[C:16]([C:17]=1[C:18]1[CH:19]=[C:20]([CH:21]=[CH:22][CH:23]=1)[O:24][CH2:41][C:38]1[CH:37]=[CH:36][C:35]([C:32]([CH3:34])([CH3:33])[C:31]([OH:43])=[O:30])=[CH:40][CH:39]=1)=[CH:15][CH:14]=[CH:13][C:12]=2[C:25]([F:28])([F:26])[F:27])[C:2]1[CH:3]=[CH:4][CH:5]=[CH:6][CH:7]=1, predict the reactants needed to synthesize it. The reactants are: [CH2:1]([C:8]1[CH:9]=[N:10][C:11]2[C:16]([C:17]=1[C:18]1[CH:19]=[C:20]([OH:24])[CH:21]=[CH:22][CH:23]=1)=[CH:15][CH:14]=[CH:13][C:12]=2[C:25]([F:28])([F:27])[F:26])[C:2]1[CH:7]=[CH:6][CH:5]=[CH:4][CH:3]=1.C[O:30][C:31](=[O:43])[C:32]([C:35]1[CH:40]=[CH:39][C:38]([CH2:41]Br)=[CH:37][CH:36]=1)([CH3:34])[CH3:33]. (2) Given the product [CH:23]1([N:20]2[CH2:19][CH2:18][C:17](=[O:28])[N:16]([CH3:29])[C:15]3[C:21]2=[N:22][C:12]([NH:11][C:8]2[O:9][CH:10]=[C:6]([C:4]([OH:5])=[O:3])[N:7]=2)=[N:13][CH:14]=3)[CH2:24][CH2:25][CH2:26][CH2:27]1, predict the reactants needed to synthesize it. The reactants are: C([O:3][C:4]([C:6]1[N:7]=[C:8]([NH:11][C:12]2[N:22]=[C:21]3[C:15]([N:16]([CH3:29])[C:17](=[O:28])[CH2:18][CH2:19][N:20]3[CH:23]3[CH2:27][CH2:26][CH2:25][CH2:24]3)=[CH:14][N:13]=2)[O:9][CH:10]=1)=[O:5])C.O.[OH-].[Li+]. (3) The reactants are: O/[CH:2]=[C:3]1\[CH2:4][N:5]([C:10]([O:12][C:13]([CH3:16])([CH3:15])[CH3:14])=[O:11])[CH2:6][CH2:7][C:8]\1=O.[NH2:17][NH2:18].O. Given the product [NH:17]1[C:8]2[CH2:7][CH2:6][N:5]([C:10]([O:12][C:13]([CH3:16])([CH3:15])[CH3:14])=[O:11])[CH2:4][C:3]=2[CH:2]=[N:18]1, predict the reactants needed to synthesize it. (4) Given the product [CH:1]1([N:6]2[CH2:12][C:11]([CH3:13])([CH3:14])[C:43](=[O:44])[N:9]([CH3:10])[C:8]3[CH:15]=[N:16][C:17]([NH:19][C:20]4[CH:21]=[CH:25][C:26]([C:32]([O:33][CH3:38])=[O:35])=[CH:27][C:28]=4[O:29][CH3:30])=[N:18][C:7]2=3)[CH2:5][CH2:4][CH2:3][CH2:2]1, predict the reactants needed to synthesize it. The reactants are: [CH:1]1([N:6]2[CH2:12][C:11]([CH3:14])([CH3:13])[CH2:10][NH:9][C:8]3[CH:15]=[N:16][C:17]([NH:19][C:20]4[CH:21]([C:25](=O)[CH:26]=[CH:27][C:28]=4[O:29][CH3:30])C([O-])=O)=[N:18][C:7]2=3)[CH2:5][CH2:4][CH2:3][CH2:2]1.[C:32](=[O:35])([O-])[O-:33].[Cs+].[Cs+].[CH3:38]I.CN([CH:43]=[O:44])C. (5) Given the product [C:25]1([N:18]2[C:19]3[C:20](=[N:21][CH:22]=[CH:23][CH:24]=3)[C:16]([C:14]([N:11]3[CH2:10][CH2:9][NH:8][CH2:13][CH2:12]3)=[O:15])=[C:17]2[O:31][C:32]2[CH:37]=[CH:36][CH:35]=[CH:34][C:33]=2[CH3:38])[CH:30]=[CH:29][CH:28]=[CH:27][CH:26]=1.[F:42][C:41]([F:44])([F:43])[C:39]([OH:45])=[O:40], predict the reactants needed to synthesize it. The reactants are: C(OC([N:8]1[CH2:13][CH2:12][N:11]([C:14]([C:16]2[C:20]3=[N:21][CH:22]=[CH:23][CH:24]=[C:19]3[N:18]([C:25]3[CH:30]=[CH:29][CH:28]=[CH:27][CH:26]=3)[C:17]=2[O:31][C:32]2[CH:37]=[CH:36][CH:35]=[CH:34][C:33]=2[CH3:38])=[O:15])[CH2:10][CH2:9]1)=O)(C)(C)C.[C:39]([OH:45])([C:41]([F:44])([F:43])[F:42])=[O:40].